Dataset: Forward reaction prediction with 1.9M reactions from USPTO patents (1976-2016). Task: Predict the product of the given reaction. (1) Given the reactants O=O.[C:3]([C:7]1[CH:8]=[C:9](O)[C:10](=[CH:12][CH:13]=1)O)(C)(C)[CH3:4].[CH2:15]=[CH:16][CH:17]=[CH2:18], predict the reaction product. The product is: [CH2:4]=[CH:3][C:7]1[CH:8]=[CH:9][CH:10]=[CH:12][CH:13]=1.[CH2:15]=[CH:16][CH:17]=[CH2:18]. (2) Given the reactants Br[C:2]1[CH:3]=[N:4][C:5]([CH3:8])=[N:6][CH:7]=1.[C:9]([O:13][C:14]([NH:16][C:17]1[S:18][C@H:19]([C:35]2[C:36]([CH3:41])=[N:37][O:38][C:39]=2[CH3:40])[CH2:20][C@:21]([C:24]2[C:25]([F:34])=[CH:26][C:27]([F:33])=[C:28](B(O)O)[CH:29]=2)([CH3:23])[N:22]=1)=[O:15])([CH3:12])([CH3:11])[CH3:10].C(=O)([O-])[O-].[Cs+].[Cs+], predict the reaction product. The product is: [F:34][C:25]1[CH:26]=[C:27]([F:33])[C:28]([C:2]2[CH:3]=[N:4][C:5]([CH3:8])=[N:6][CH:7]=2)=[CH:29][C:24]=1[C@:21]1([CH3:23])[CH2:20][C@@H:19]([C:35]2[C:36]([CH3:41])=[N:37][O:38][C:39]=2[CH3:40])[S:18][C:17]([NH:16][C:14](=[O:15])[O:13][C:9]([CH3:11])([CH3:10])[CH3:12])=[N:22]1. (3) Given the reactants [CH2:1]([C:3]1[C:8](=[O:9])[NH:7][C:6]([CH3:10])=[C:5]([C:11]2[CH:16]=[CH:15][C:14]([C:17]([OH:19])=O)=[CH:13][N:12]=2)[CH:4]=1)[CH3:2].[NH:20]1[CH2:24][CH2:23][CH2:22][CH2:21]1, predict the reaction product. The product is: [CH2:1]([C:3]1[C:8](=[O:9])[NH:7][C:6]([CH3:10])=[C:5]([C:11]2[CH:16]=[CH:15][C:14]([C:17]([N:20]3[CH2:24][CH2:23][CH2:22][CH2:21]3)=[O:19])=[CH:13][N:12]=2)[CH:4]=1)[CH3:2]. (4) The product is: [O:20]1[CH2:21][CH2:22][N:17]([C:13]2[CH:12]=[C:11]([CH:16]=[CH:15][CH:14]=2)[O:10][C:9]2[C:4]([NH2:1])=[N:5][CH:6]=[CH:7][CH:8]=2)[CH2:18][CH2:19]1. Given the reactants [N+:1]([C:4]1[C:9]([O:10][C:11]2[CH:12]=[C:13]([N:17]3[CH2:22][CH2:21][O:20][CH2:19][CH2:18]3)[CH:14]=[CH:15][CH:16]=2)=[CH:8][CH:7]=[CH:6][N:5]=1)([O-])=O.[H][H], predict the reaction product.